This data is from Full USPTO retrosynthesis dataset with 1.9M reactions from patents (1976-2016). The task is: Predict the reactants needed to synthesize the given product. (1) Given the product [CH3:31][N:32]([CH3:34])[NH:33][C:28](=[O:29])[CH2:27][CH2:26][CH2:25][N:2]([CH3:1])[C:3]([C:5]1[CH:6]=[C:7]2[C:15](=[CH:16][CH:17]=1)[N:14]([CH3:18])[C:13]1[CH2:12][CH2:11][C@@H:10]([CH:19]3[CH2:24][CH2:23][O:22][CH2:21][CH2:20]3)[CH2:9][C:8]2=1)=[O:4], predict the reactants needed to synthesize it. The reactants are: [CH3:1][N:2]([CH2:25][CH2:26][CH2:27][C:28](O)=[O:29])[C:3]([C:5]1[CH:6]=[C:7]2[C:15](=[CH:16][CH:17]=1)[N:14]([CH3:18])[C:13]1[CH2:12][CH2:11][C@@H:10]([CH:19]3[CH2:24][CH2:23][O:22][CH2:21][CH2:20]3)[CH2:9][C:8]2=1)=[O:4].[CH3:31][N:32]([CH3:34])[NH2:33].F[P-](F)(F)(F)(F)F.N1(OC(N(C)C)=[N+](C)C)C2N=CC=CC=2N=N1.C(N(CC)C(C)C)(C)C. (2) Given the product [CH:1]([C:4]1[CH:8]=[CH:7][N:6]([C:9]2[CH:18]=[C:17]([O:19][CH:20]3[CH2:37][CH:36]4[CH:22]([C:23](=[O:43])[N:24]([CH3:42])[CH2:25][CH2:26][CH2:27][CH2:28][CH:29]=[CH:30][CH:31]5[C:33]([C:39]([NH:54][S:51]([C:48]6([CH3:47])[CH2:50][CH2:49]6)(=[O:53])=[O:52])=[O:41])([NH:34][C:35]4=[O:38])[CH2:32]5)[CH2:21]3)[C:16]3[C:11](=[C:12]([CH3:46])[C:13]([O:44][CH3:45])=[CH:14][CH:15]=3)[N:10]=2)[N:5]=1)([CH3:2])[CH3:3], predict the reactants needed to synthesize it. The reactants are: [CH:1]([C:4]1[CH:8]=[CH:7][N:6]([C:9]2[CH:18]=[C:17]([O:19][CH:20]3[CH2:37][CH:36]4[CH:22]([C:23](=[O:43])[N:24]([CH3:42])[CH2:25][CH2:26][CH2:27][CH2:28][CH:29]=[CH:30][CH:31]5[C:33]([C:39]([OH:41])=O)([NH:34][C:35]4=[O:38])[CH2:32]5)[CH2:21]3)[C:16]3[C:11](=[C:12]([CH3:46])[C:13]([O:44][CH3:45])=[CH:14][CH:15]=3)[N:10]=2)[N:5]=1)([CH3:3])[CH3:2].[CH3:47][C:48]1([S:51]([NH2:54])(=[O:53])=[O:52])[CH2:50][CH2:49]1.ClC1C(OC)=CC=C2C=1N=C(C1SC=C(C(C)C)N=1)C=C2OC1CC2C(C(=O)N(C)CCCCC=CC3C(C(NS(C4CC4)(=O)=O)=O)(NC2=O)C3)C1. (3) Given the product [N:24]1([S:28]([NH:31][C:9](=[O:10])[C:8]2[CH:12]=[C:4]([CH:1]3[CH2:3][CH2:2]3)[C:5]([O:14][CH2:15][C:16]3([C:20]([F:21])([F:23])[F:22])[CH2:17][CH2:18][CH2:19]3)=[CH:6][C:7]=2[F:13])(=[O:30])=[O:29])[CH2:27][CH2:26][CH2:25]1, predict the reactants needed to synthesize it. The reactants are: [CH:1]1([C:4]2[C:5]([O:14][CH2:15][C:16]3([C:20]([F:23])([F:22])[F:21])[CH2:19][CH2:18][CH2:17]3)=[CH:6][C:7]([F:13])=[C:8]([CH:12]=2)[C:9](O)=[O:10])[CH2:3][CH2:2]1.[N:24]1([S:28]([NH2:31])(=[O:30])=[O:29])[CH2:27][CH2:26][CH2:25]1.C1(S(N)(=O)=O)CC1. (4) Given the product [CH3:25][C:23]1[O:22][N:21]=[C:20]([NH:19][C:7]2[N:16]=[CH:15][CH:14]=[CH:13][C:8]=2[C:9]([O:11][CH3:12])=[O:10])[CH:24]=1, predict the reactants needed to synthesize it. The reactants are: FC(F)(F)S(O[C:7]1[N:16]=[CH:15][CH:14]=[CH:13][C:8]=1[C:9]([O:11][CH3:12])=[O:10])(=O)=O.[NH2:19][C:20]1[CH:24]=[C:23]([CH3:25])[O:22][N:21]=1.C(=O)([O-])[O-].[Cs+].[Cs+].C1(P(C2C=CC=CC=2)C2C3OC4C(=CC=CC=4P(C4C=CC=CC=4)C4C=CC=CC=4)C(C)(C)C=3C=CC=2)C=CC=CC=1. (5) Given the product [CH2:1]([O:3][C:4]([C:6]1[C:7]2[C:22]3[N:32]=[CH:31][N:33]=[C:24]([CH3:25])[C:21]=3[CH2:20][CH2:19][CH2:18][C:8]=2[NH:9][CH:10]=1)=[O:5])[CH3:2], predict the reactants needed to synthesize it. The reactants are: [CH2:1]([O:3][C:4]([C:6]1[C:7]2[C:22](=O)[CH:21]([C:24](=O)[CH3:25])[CH2:20][CH2:19][CH2:18][C:8]=2[N:9](C(OC(C)(C)C)=O)[CH:10]=1)=[O:5])[CH3:2].C(O)(=O)C.[CH:31]([NH2:33])=[NH:32]. (6) Given the product [CH2:1]([O:3][C:4]([C:6]1[N:11]=[C:10]([N:12]2[CH2:13][CH2:14][CH2:15][CH2:16][CH2:17]2)[C:9]2[N:18]=[C:19]([C:21]3[CH:26]=[CH:25][CH:24]=[CH:23][CH:22]=3)[S:20][C:8]=2[C:7]=1[OH:27])=[O:5])[CH3:2], predict the reactants needed to synthesize it. The reactants are: [CH2:1]([O:3][C:4]([C:6]1[N:11]=[C:10]([N:12]2[CH2:17][CH2:16][CH2:15][CH2:14][CH2:13]2)[C:9]2[N:18]=[C:19]([C:21]3[CH:26]=[CH:25][CH:24]=[CH:23][CH:22]=3)[S:20][C:8]=2[C:7]=1[O:27]CC1C=CC=CC=1)=[O:5])[CH3:2]. (7) The reactants are: O.O.O.O.O.O.[NH:7]1[CH2:12][CH2:11][NH:10][CH2:9][CH2:8]1.Cl[C:14]1[C:27]2[C:26](=[O:28])[C:25]3[C:20](=[C:21](Cl)[CH:22]=[CH:23][CH:24]=3)[C:19](=[O:30])[C:18]=2[CH:17]=[CH:16][CH:15]=1. Given the product [N:7]1([C:14]2[C:27]3[C:26](=[O:28])[C:25]4[C:20](=[C:21]([N:7]5[CH2:12][CH2:11][NH:10][CH2:9][CH2:8]5)[CH:22]=[CH:23][CH:24]=4)[C:19](=[O:30])[C:18]=3[CH:17]=[CH:16][CH:15]=2)[CH2:12][CH2:11][NH:10][CH2:9][CH2:8]1, predict the reactants needed to synthesize it.